Dataset: Forward reaction prediction with 1.9M reactions from USPTO patents (1976-2016). Task: Predict the product of the given reaction. (1) Given the reactants [CH:1]1([N:6]2[C:10]3[N:11]=[C:12]([NH:15][C:16]4[N:21]=[CH:20][C:19]([N:22]5[CH2:27][CH2:26][N:25](C(OC(C)(C)C)=O)[CH2:24][CH2:23]5)=[CH:18][CH:17]=4)[N:13]=[CH:14][C:9]=3[C:8]3[CH:35]=[CH:36][C:37]([O:39]C)=[N:38][C:7]2=3)[CH2:5][CH2:4][CH2:3][CH2:2]1.Cl, predict the reaction product. The product is: [CH:1]1([N:6]2[C:10]3[N:11]=[C:12]([NH:15][C:16]4[CH:17]=[CH:18][C:19]([N:22]5[CH2:27][CH2:26][NH:25][CH2:24][CH2:23]5)=[CH:20][N:21]=4)[N:13]=[CH:14][C:9]=3[C:8]3[CH:35]=[CH:36][C:37]([OH:39])=[N:38][C:7]2=3)[CH2:2][CH2:3][CH2:4][CH2:5]1. (2) Given the reactants [NH2:1][C:2]1[CH:3]=[C:4]([CH:8]=[C:9](Br)[CH:10]=1)[C:5]([OH:7])=[O:6].[C:12]1(B(O)O)[CH2:17][CH2:16][CH2:15][CH2:14][CH:13]=1.C(=O)([O-])[O-].[K+].[K+].O, predict the reaction product. The product is: [NH2:1][C:2]1[CH:3]=[C:4]([CH:8]=[C:9]([C:12]2[CH2:17][CH2:16][CH2:15][CH2:14][CH:13]=2)[CH:10]=1)[C:5]([OH:7])=[O:6]. (3) Given the reactants Br[C:2]1[N:6]2[C:7]3[C:12]([N:13]=[C:14]([NH:15][CH2:16][CH:17]([CH3:19])[CH3:18])[C:5]2=[N:4][CH:3]=1)=[CH:11][CH:10]=[CH:9][CH:8]=3.[O:20]1[C:25]2[CH:26]=[CH:27][C:28](B(O)O)=[CH:29][C:24]=2[O:23][CH2:22][CH2:21]1.C([O-])([O-])=O.[K+].[K+], predict the reaction product. The product is: [O:20]1[C:25]2[CH:26]=[CH:27][C:28]([C:2]3[N:6]4[C:7]5[C:12]([N:13]=[C:14]([NH:15][CH2:16][CH:17]([CH3:19])[CH3:18])[C:5]4=[N:4][CH:3]=3)=[CH:11][CH:10]=[CH:9][CH:8]=5)=[CH:29][C:24]=2[O:23][CH2:22][CH2:21]1.